Dataset: Forward reaction prediction with 1.9M reactions from USPTO patents (1976-2016). Task: Predict the product of the given reaction. Given the reactants [Br:1][C:2]1[CH:10]=[C:9]([F:11])[C:5]([C:6]([OH:8])=[O:7])=[C:4]([F:12])[CH:3]=1.Cl.[CH3:14]O, predict the reaction product. The product is: [Br:1][C:2]1[CH:3]=[C:4]([F:12])[C:5]([C:6]([O:8][CH3:14])=[O:7])=[C:9]([F:11])[CH:10]=1.